Dataset: Full USPTO retrosynthesis dataset with 1.9M reactions from patents (1976-2016). Task: Predict the reactants needed to synthesize the given product. (1) Given the product [Cl:1][C:2]1[CH:10]=[C:9]2[C:5]([C:6]([C:11]([N:13]3[CH2:18][CH2:17][N:16]([C:19]4[CH:24]=[CH:23][CH:22]=[CH:21][C:20]=4[O:25][CH3:26])[CH2:15][CH2:14]3)=[O:12])=[CH:7][N:8]2[CH2:28][C:29]([N:31]([CH3:33])[CH3:32])=[O:30])=[CH:4][CH:3]=1, predict the reactants needed to synthesize it. The reactants are: [Cl:1][C:2]1[CH:10]=[C:9]2[C:5]([C:6]([C:11]([N:13]3[CH2:18][CH2:17][N:16]([C:19]4[CH:24]=[CH:23][CH:22]=[CH:21][C:20]=4[O:25][CH3:26])[CH2:15][CH2:14]3)=[O:12])=[CH:7][NH:8]2)=[CH:4][CH:3]=1.Cl[CH2:28][C:29]([N:31]([CH3:33])[CH3:32])=[O:30]. (2) Given the product [CH:39]([NH:45][C:15]([C:7]1[C:8]2[C:9](=[N:10][C:11]([NH2:20])=[CH:12][CH:13]=2)[N:5]([C:1]([CH3:2])([CH3:3])[CH3:4])[N:6]=1)=[O:17])([CH3:40])[CH3:38], predict the reactants needed to synthesize it. The reactants are: [C:1]([N:5]1[C:9]2=[N:10][C:11](F)=[CH:12][CH:13]=[C:8]2[C:7]([C:15]([OH:17])=O)=[N:6]1)([CH3:4])([CH3:3])[CH3:2].C([N:20](CC)CC)C.CCN=C=NCCCN(C)C.Cl.C1C=N[C:40]2N(O)N=[N:45][C:39]=2[CH:38]=1.C(N)(C)C. (3) Given the product [CH3:18][C:19]1[CH:26]=[C:25]([CH:24]=[C:21]([CH3:22])[CH:20]=1)[CH2:27][NH:1][C@@H:2]([CH3:17])[C@@H:3]([C:5]1[CH:6]=[CH:7][C:8]([OH:16])=[C:9]([NH:11][S:12]([CH3:15])(=[O:14])=[O:13])[CH:10]=1)[OH:4], predict the reactants needed to synthesize it. The reactants are: [NH2:1][C@@H:2]([CH3:17])[C@@H:3]([C:5]1[CH:6]=[CH:7][C:8]([OH:16])=[C:9]([NH:11][S:12]([CH3:15])(=[O:14])=[O:13])[CH:10]=1)[OH:4].[CH3:18][C:19]1[CH:20]=[C:21]([CH:24]=[C:25]([CH3:27])[CH:26]=1)[CH:22]=O. (4) Given the product [C:3]12([CH2:13][O:14][C:20]3[CH:21]=[CH:22][CH:23]=[C:16]([F:15])[C:17]=3[C:18]#[N:19])[CH2:10][CH:9]3[CH2:8][CH:7]([CH2:6][CH:5]([CH2:11]3)[CH2:4]1)[CH2:12]2, predict the reactants needed to synthesize it. The reactants are: [H-].[Na+].[C:3]12([CH2:13][OH:14])[CH2:12][CH:7]3[CH2:8][CH:9]([CH2:11][CH:5]([CH2:6]3)[CH2:4]1)[CH2:10]2.[F:15][C:16]1[CH:23]=[CH:22][CH:21]=[C:20](F)[C:17]=1[C:18]#[N:19]. (5) Given the product [Cl:1][C:2]1[C:3]([NH:27][C@@H:28]2[CH2:33][CH2:32][CH2:31][CH2:30][C@H:29]2[NH:34][S:35]([CH3:38])(=[O:36])=[O:37])=[N:4][C:5]([NH:8][C:9]2[CH:10]=[CH:11][C:12]3[CH2:18][N:17]([CH2:19][CH2:20][OH:21])[CH2:16][CH2:15][N:14]([CH3:25])[C:13]=3[CH:26]=2)=[N:6][CH:7]=1, predict the reactants needed to synthesize it. The reactants are: [Cl:1][C:2]1[C:3]([NH:27][C@@H:28]2[CH2:33][CH2:32][CH2:31][CH2:30][C@H:29]2[NH:34][S:35]([CH3:38])(=[O:37])=[O:36])=[N:4][C:5]([NH:8][C:9]2[CH:10]=[CH:11][C:12]3[CH2:18][N:17]([CH2:19][CH2:20][O:21]C(=O)C)[CH2:16][CH2:15][N:14]([CH3:25])[C:13]=3[CH:26]=2)=[N:6][CH:7]=1.O1CCOCC1.[Li+].[OH-].N. (6) Given the product [NH:1]1[C:9]2[C:4](=[CH:5][CH:6]=[CH:7][N:8]=2)[CH:3]=[C:2]1[CH:20]=[O:22], predict the reactants needed to synthesize it. The reactants are: [NH:1]1[C:9]2[C:4](=[CH:5][CH:6]=[CH:7][N:8]=2)[CH:3]=[CH:2]1.C1N2CN3CN(C2)CN1C3.[C:20](O)(=[O:22])C.